Predict the product of the given reaction. From a dataset of Forward reaction prediction with 1.9M reactions from USPTO patents (1976-2016). (1) Given the reactants [CH3:1][N:2]1[C@@H:19]2[CH2:20][C:7]3[CH:8]=[CH:9][C:10]([O:22]C)=[C:11]4[O:12][C@H:13]5[C:14]([CH2:16][CH2:17][C@:18]2([OH:21])[C@:5]5([C:6]=34)[CH2:4][CH2:3]1)=[O:15].Cl.B(Br)(Br)Br.O, predict the reaction product. The product is: [CH3:1][N:2]1[C@@H:19]2[CH2:20][C:7]3=[CH:8][CH:9]=[C:10]([OH:22])[C:11]4[O:12][C@H:13]5[C:14]([CH2:16][CH2:17][C@:18]2([OH:21])[C@:5]5([C:6]=43)[CH2:4][CH2:3]1)=[O:15]. (2) Given the reactants N=C=N.[N:4]1[CH:9]=[CH:8][CH:7]=[C:6]([CH2:10][CH2:11][NH2:12])[CH:5]=1.[Cl:13][C:14]1[CH:15]=[C:16]([C:20]#[C:21][C:22](O)=[O:23])[CH:17]=[CH:18][CH:19]=1, predict the reaction product. The product is: [Cl:13][C:14]1[CH:15]=[C:16]([C:20]#[C:21][C:22]([NH:12][CH2:11][CH2:10][C:6]2[CH:5]=[N:4][CH:9]=[CH:8][CH:7]=2)=[O:23])[CH:17]=[CH:18][CH:19]=1. (3) Given the reactants C([O-])([O-])=O.[Na+].[Na+].[CH:7]([C:9]1[S:13][CH:12]=[C:11](B(O)O)[CH:10]=1)=[O:8].Br[C:18]1[N:23]=[CH:22][CH:21]=[CH:20][N:19]=1, predict the reaction product. The product is: [N:19]1[CH:20]=[CH:21][CH:22]=[N:23][C:18]=1[C:11]1[CH:10]=[C:9]([CH:7]=[O:8])[S:13][CH:12]=1. (4) The product is: [CH:18]1([C:21]2[C:22]([N:28]3[CH2:33][CH2:32][N:31]([C:11]([C:10]4[CH:9]=[CH:8][C:7]([N:3]5[CH2:4][CH2:5][CH2:6][S:2]5(=[O:1])=[O:16])=[CH:15][CH:14]=4)=[O:13])[CH2:30][CH2:29]3)=[N:23][CH:24]=[C:25]([CH3:27])[CH:26]=2)[CH2:19][CH2:20]1. Given the reactants [O:1]=[S:2]1(=[O:16])[CH2:6][CH2:5][CH2:4][N:3]1[C:7]1[CH:15]=[CH:14][C:10]([C:11]([OH:13])=O)=[CH:9][CH:8]=1.Cl.[CH:18]1([C:21]2[C:22]([N:28]3[CH2:33][CH2:32][NH:31][CH2:30][CH2:29]3)=[N:23][CH:24]=[C:25]([CH3:27])[CH:26]=2)[CH2:20][CH2:19]1, predict the reaction product. (5) Given the reactants [CH3:13][C:12]([O:11][C:9](O[C:9]([O:11][C:12]([CH3:15])([CH3:14])[CH3:13])=[O:10])=[O:10])([CH3:15])[CH3:14].[CH3:16][C:17]1[C:18]([NH2:23])=[N:19][CH:20]=[CH:21][CH:22]=1.C(=O)([O-])[O-].[Cs+].[Cs+], predict the reaction product. The product is: [CH3:16][C:17]1[C:18]([NH:23][C:9](=[O:10])[O:11][C:12]([CH3:13])([CH3:14])[CH3:15])=[N:19][CH:20]=[CH:21][CH:22]=1. (6) Given the reactants O[CH2:2][CH2:3][CH:4]1[C:8]2[CH:9]=[CH:10][C:11]([C:13]([NH2:15])=[O:14])=[CH:12][C:7]=2[CH2:6][O:5]1.CS([O-])(=O)=O.[F:21][C:22]1[CH:23]=[C:24]2[C:29](=[CH:30][CH:31]=1)[C:28]([N:32]1[CH2:37][CH2:36][NH:35][C@H:34]([CH3:38])[CH2:33]1)=[CH:27][CH:26]=[CH:25]2, predict the reaction product. The product is: [F:21][C:22]1[CH:23]=[C:24]2[C:29](=[CH:30][CH:31]=1)[C:28]([N:32]1[CH2:37][CH2:36][N:35]([CH2:2][CH2:3][CH:4]3[C:8]4[CH:9]=[CH:10][C:11]([C:13]([NH2:15])=[O:14])=[CH:12][C:7]=4[CH2:6][O:5]3)[C@H:34]([CH3:38])[CH2:33]1)=[CH:27][CH:26]=[CH:25]2.